Dataset: Forward reaction prediction with 1.9M reactions from USPTO patents (1976-2016). Task: Predict the product of the given reaction. (1) Given the reactants [H-].[Na+].[CH:3]([C:6]1[N:10]=[C:9]([N:11]2[CH2:16][CH2:15][CH:14]([C@H:17]3[CH2:19][C@H:18]3[CH2:20][OH:21])[CH2:13][CH2:12]2)[O:8][N:7]=1)([CH3:5])[CH3:4].[Br:22][C:23]1[CH:28]=[CH:27][C:26]([CH2:29]Br)=[C:25]([F:31])[CH:24]=1, predict the reaction product. The product is: [Br:22][C:23]1[CH:28]=[CH:27][C:26]([CH2:29][O:21][CH2:20][C@@H:18]2[CH2:19][C@@H:17]2[CH:14]2[CH2:15][CH2:16][N:11]([C:9]3[O:8][N:7]=[C:6]([CH:3]([CH3:5])[CH3:4])[N:10]=3)[CH2:12][CH2:13]2)=[C:25]([F:31])[CH:24]=1. (2) The product is: [OH:38][C@@H:37]([C:39]1[CH:44]=[CH:43][CH:42]=[CH:41][CH:40]=1)[CH2:36][NH:35][C:16]([C@@H:9]1[CH2:10][C:11](=[N:13][O:14][CH3:15])[CH2:12][N:8]1[C:6]([C:29]1[CH:28]=[CH:27][C:26]([C:21]2[CH:22]=[CH:23][CH:24]=[CH:25][C:20]=2[Cl:19])=[CH:31][CH:30]=1)=[O:7])=[O:18]. Given the reactants C(O[C:6]([N:8]1[CH2:12][C:11](=[N:13][O:14][CH3:15])[CH2:10][C@H:9]1[C:16]([OH:18])=O)=[O:7])(C)(C)C.[Cl:19][C:20]1[CH:25]=[CH:24][CH:23]=[CH:22][C:21]=1[C:26]1[CH:31]=[CH:30][C:29](C(O)=O)=[CH:28][CH:27]=1.[NH2:35][CH2:36][C@H:37]([C:39]1[CH:44]=[CH:43][CH:42]=[CH:41][CH:40]=1)[OH:38], predict the reaction product.